Dataset: Peptide-MHC class II binding affinity with 134,281 pairs from IEDB. Task: Regression. Given a peptide amino acid sequence and an MHC pseudo amino acid sequence, predict their binding affinity value. This is MHC class II binding data. (1) The binding affinity (normalized) is 0.432. The peptide sequence is RTLIGQEKYTDYLTV. The MHC is DRB1_0301 with pseudo-sequence DRB1_0301. (2) The peptide sequence is SQKLELSWNLNGLQAY. The MHC is DRB1_1302 with pseudo-sequence DRB1_1302. The binding affinity (normalized) is 0.664. (3) The peptide sequence is MKDFDEPGHLAPTGM. The MHC is HLA-DQA10104-DQB10503 with pseudo-sequence HLA-DQA10104-DQB10503. The binding affinity (normalized) is 0.235. (4) The peptide sequence is PELQNFLNFLEANGL. The MHC is HLA-DQA10401-DQB10402 with pseudo-sequence HLA-DQA10401-DQB10402. The binding affinity (normalized) is 0.345. (5) The peptide sequence is VFTEIDSQDVDKS. The MHC is DRB5_0101 with pseudo-sequence DRB5_0101. The binding affinity (normalized) is 0.0705. (6) The peptide sequence is INEPTAAAIAYSLDR. The MHC is HLA-DQA10401-DQB10402 with pseudo-sequence HLA-DQA10401-DQB10402. The binding affinity (normalized) is 0.340. (7) The peptide sequence is FKKYFAATQFEPLAA. The MHC is HLA-DQA10501-DQB10301 with pseudo-sequence HLA-DQA10501-DQB10301. The binding affinity (normalized) is 0.282.